From a dataset of Full USPTO retrosynthesis dataset with 1.9M reactions from patents (1976-2016). Predict the reactants needed to synthesize the given product. (1) Given the product [CH:37]([N:36]1[C:32]([C:26]2[N:27]=[C:28]3[C:29]4[CH:30]=[CH:31][C:18]([C:13]5[CH:14]=[N:15][N:16]([CH3:17])[C:12]=5[CH:10]5[CH2:9][CH2:8][N:7]([CH3:6])[CH2:11]5)=[CH:19][C:20]=4[O:21][CH2:22][CH2:23][N:24]3[CH:25]=2)=[N:33][C:34]([CH3:40])=[N:35]1)([CH3:39])[CH3:38], predict the reactants needed to synthesize it. The reactants are: C(O1[CH2:11][CH:10]([C:12]2[N:16]([CH3:17])[N:15]=[CH:14][C:13]=2[C:18]2[CH:19]=[C:20]3[C:29](=[CH:30][CH:31]=2)[C:28]2[N:24]([CH:25]=[C:26]([C:32]4[N:36]([CH:37]([CH3:39])[CH3:38])[N:35]=[C:34]([CH3:40])[N:33]=4)[N:27]=2)[CH2:23][CH2:22][O:21]3)[CH2:9][CH2:8][NH:7][C:6]1=O)(C)(C)C.[H-].[H-].[H-].[H-].[Li+].[Al+3].CO. (2) The reactants are: [NH2:1][C:2]1[S:11][C:5]2[CH2:6][N:7]([CH3:10])[CH2:8][CH2:9][C:4]=2[C:3]=1[C:12]([O:14][CH2:15][CH3:16])=[O:13].[C:17]([O:20][C:21](=O)C)(=O)[CH3:18]. Given the product [CH2:17]([O:20][CH:21]=[N:1][C:2]1[S:11][C:5]2[CH2:6][N:7]([CH3:10])[CH2:8][CH2:9][C:4]=2[C:3]=1[C:12]([O:14][CH2:15][CH3:16])=[O:13])[CH3:18], predict the reactants needed to synthesize it. (3) The reactants are: [NH2:1][C:2]1[CH:7]=[C:6]([Br:8])[CH:5]=[C:4]([F:9])[C:3]=1[OH:10].[F:11][C:12]1[CH:20]=[CH:19][C:18]([N+:21]([O-:23])=[O:22])=[CH:17][C:13]=1[C:14](Cl)=[O:15]. Given the product [OH:10][C:3]1[C:4]([F:9])=[CH:5][C:6]([Br:8])=[CH:7][C:2]=1[NH:1][C:14](=[O:15])[C:13]1[CH:17]=[C:18]([N+:21]([O-:23])=[O:22])[CH:19]=[CH:20][C:12]=1[F:11], predict the reactants needed to synthesize it. (4) Given the product [CH2:15]([P:6]([CH2:1][CH2:2][CH2:3][CH2:4][CH3:5])(=[O:14])[O:7][C:8]1[CH:13]=[CH:12][CH:11]=[CH:10][C:9]=1[Cl:29])[CH2:16][CH2:17][CH2:18][CH3:19], predict the reactants needed to synthesize it. The reactants are: [CH2:1]([P:6]([CH2:15][CH2:16][CH2:17][CH2:18][CH3:19])(=[O:14])[O:7][C:8]1[CH:13]=[CH:12][CH:11]=[CH:10][CH:9]=1)[CH2:2][CH2:3][CH2:4][CH3:5].P(Cl)(Cl)(OC1C=CC=CC=1[Cl:29])=O. (5) Given the product [NH2:9][C@H:8]1[C@H:2]([F:1])[CH2:3][O:4][C@H:5]([C:17]2[N:21]([CH3:22])[N:20]=[CH:19][C:18]=2[NH:23][C:37]([C:35]2[N:36]=[C:32]([C:27]3[CH:28]=[CH:29][CH:30]=[CH:31][N:26]=3)[S:33][CH:34]=2)=[O:38])[CH2:6][CH2:7]1, predict the reactants needed to synthesize it. The reactants are: [F:1][C@H:2]1[C@H:8]([NH:9]C(=O)OC(C)(C)C)[CH2:7][CH2:6][C@@H:5]([C:17]2[N:21]([CH3:22])[N:20]=[CH:19][C:18]=2[N+:23]([O-])=O)[O:4][CH2:3]1.[N:26]1[CH:31]=[CH:30][CH:29]=[CH:28][C:27]=1[C:32]1[S:33][CH:34]=[C:35]([C:37](O)=[O:38])[N:36]=1. (6) Given the product [O:35]1[CH2:40][CH2:39][CH:38]=[C:37]([C:10]2[CH:9]=[C:8]([F:24])[C:7]3[O:6][C:5]4[C:14](=[CH:15][C:2]([C:31]5[C:26]([F:25])=[N:27][CH:28]=[CH:29][CH:30]=5)=[CH:3][CH:4]=4)[C@@:13]4([CH2:20][CH2:19][O:18][C:17]([NH2:21])=[N:16]4)[C:12]=3[CH:11]=2)[CH2:36]1, predict the reactants needed to synthesize it. The reactants are: Br[C:2]1[CH:15]=[C:14]2[C:5]([O:6][C:7]3[C:8]([F:24])=[CH:9][C:10](OC)=[CH:11][C:12]=3[C@@:13]32[CH2:20][CH2:19][O:18][C:17]([NH2:21])=[N:16]3)=[CH:4][CH:3]=1.[F:25][C:26]1[C:31](B(O)O)=[CH:30][CH:29]=[CH:28][N:27]=1.[O:35]1[CH2:40][CH2:39][CH:38]=[C:37](B2OC(C)(C)C(C)(C)O2)[CH2:36]1. (7) Given the product [Cl:1][C:2]1[C:7]2[CH:8]=[N:12][NH:13][C:6]=2[CH:5]=[CH:4][N:3]=1, predict the reactants needed to synthesize it. The reactants are: [Cl:1][C:2]1[C:7]([CH:8]=O)=[C:6](Cl)[CH:5]=[CH:4][N:3]=1.O.[NH2:12][NH2:13]. (8) Given the product [NH2:9][C:3]1[N:4]=[CH:5][N:6]=[C:7]([NH:10][C@H:11]2[CH2:15][CH2:14][N:13]([C:16](=[O:18])[CH:39]=[CH2:40])[CH2:12]2)[C:2]=1[C:27]1[CH:28]=[CH:29][C:24]([O:23][C:30]2[CH:35]=[CH:34][CH:33]=[CH:32][CH:31]=2)=[CH:25][CH:26]=1, predict the reactants needed to synthesize it. The reactants are: Cl[C:2]1[C:3]([NH2:9])=[N:4][CH:5]=[N:6][C:7]=1Cl.[NH2:10][C@H:11]1[CH2:15][CH2:14][N:13]([C:16]([O:18]C(C)(C)C)=O)[CH2:12]1.[O:23]([C:30]1[CH:35]=[CH:34][C:33](B(O)O)=[CH:32][CH:31]=1)[C:24]1[CH:29]=[CH:28][CH:27]=[CH:26][CH:25]=1.[C:39](Cl)(=O)[CH:40]=C. (9) Given the product [F:32][C:2]([F:1])([F:31])[S:3]([O:6][C:7]1[CH:12]=[C:11]([OH:35])[C:10]([C:13]2[N:14]=[N:15][C:16]([O:19][CH:20]3[CH2:25][C:24]([CH3:26])([CH3:27])[NH:23][C:22]([CH3:28])([CH3:29])[CH2:21]3)=[CH:17][CH:18]=2)=[C:9]([F:30])[CH:8]=1)(=[O:4])=[O:5], predict the reactants needed to synthesize it. The reactants are: [F:1][C:2]([F:32])([F:31])[S:3]([O:6][C:7]1[CH:12]=[CH:11][C:10]([C:13]2[N:14]=[N:15][C:16]([O:19][CH:20]3[CH2:25][C:24]([CH3:27])([CH3:26])[NH:23][C:22]([CH3:29])([CH3:28])[CH2:21]3)=[CH:17][CH:18]=2)=[C:9]([F:30])[CH:8]=1)(=[O:5])=[O:4].C(O)(=[O:35])C. (10) Given the product [CH3:18][O:19][C:20](=[O:75])[C:21]1[CH:26]=[CH:25][C:24]([CH3:27])=[C:23]([N:28]2[C:33]([CH3:34])=[CH:32][C:31]([O:35][CH2:36][C:37]3[CH:42]=[CH:41][CH:40]=[CH:39][C:38]=3[CH2:43][NH:44][C:45]([NH:47][C:48]3[N:49]([C:57]4[CH:62]=[CH:61][CH:60]=[C:59]([O:63][CH2:64][CH2:65][OH:66])[CH:58]=4)[N:50]=[C:51]([C:53]([CH3:56])([CH3:55])[CH3:54])[CH:52]=3)=[O:46])=[C:30]([Cl:73])[C:29]2=[O:74])[CH:22]=1, predict the reactants needed to synthesize it. The reactants are: C1(C)C=CC(S([O-])(=O)=O)=CC=1.[NH+]1C=CC=CC=1.[CH3:18][O:19][C:20](=[O:75])[C:21]1[CH:26]=[CH:25][C:24]([CH3:27])=[C:23]([N:28]2[C:33]([CH3:34])=[CH:32][C:31]([O:35][CH2:36][C:37]3[CH:42]=[CH:41][CH:40]=[CH:39][C:38]=3[CH2:43][NH:44][C:45]([NH:47][C:48]3[N:49]([C:57]4[CH:62]=[CH:61][CH:60]=[C:59]([O:63][CH2:64][CH2:65][O:66]C5CCCCO5)[CH:58]=4)[N:50]=[C:51]([C:53]([CH3:56])([CH3:55])[CH3:54])[CH:52]=3)=[O:46])=[C:30]([Cl:73])[C:29]2=[O:74])[CH:22]=1.